Regression/Classification. Given a drug SMILES string, predict its absorption, distribution, metabolism, or excretion properties. Task type varies by dataset: regression for continuous measurements (e.g., permeability, clearance, half-life) or binary classification for categorical outcomes (e.g., BBB penetration, CYP inhibition). Dataset: cyp2c9_veith. From a dataset of CYP2C9 inhibition data for predicting drug metabolism from PubChem BioAssay. (1) The drug is CCc1ccc2c(c1)N(C[C@H](C)CN(C)C)c1ccccc1S2. The result is 0 (non-inhibitor). (2) The molecule is CC[C@]1(O)C[C@H]2CN(CCc3c([nH]c4ccccc34)[C@](C(=O)OC)(c3cc4c(cc3OC)N(C=O)[C@H]3[C@@](O)(C(=O)OC)[C@H](OC(C)=O)[C@@]5(CC)C=CCN6CC[C@]43[C@H]65)C2)C1. The result is 0 (non-inhibitor). (3) The compound is CCNc1ncc2nc(-c3cccc(C#N)c3)c(=O)n(C)c2n1. The result is 0 (non-inhibitor). (4) The compound is O=C(O)CN1C(=O)c2cccc3cccc(c23)C1=O. The result is 0 (non-inhibitor). (5) The result is 1 (inhibitor). The compound is O=C(NNS(=O)(=O)c1ccc(Cl)cc1)c1cnn(-c2ccccc2)c1-n1cccc1.